This data is from Peptide-MHC class II binding affinity with 134,281 pairs from IEDB. The task is: Regression. Given a peptide amino acid sequence and an MHC pseudo amino acid sequence, predict their binding affinity value. This is MHC class II binding data. (1) The peptide sequence is LTVMDRYSVDADLQL. The MHC is DRB1_0801 with pseudo-sequence DRB1_0801. The binding affinity (normalized) is 0.337. (2) The peptide sequence is RIDTPDKLTGPFTVR. The MHC is DRB3_0202 with pseudo-sequence DRB3_0202. The binding affinity (normalized) is 0.179. (3) The peptide sequence is AAATAGTTVYGAFAE. The MHC is HLA-DQA10501-DQB10301 with pseudo-sequence HLA-DQA10501-DQB10301. The binding affinity (normalized) is 0.647. (4) The peptide sequence is EKKYRAATQFEPLAA. The MHC is DRB1_1602 with pseudo-sequence DRB1_1602. The binding affinity (normalized) is 0.489. (5) The peptide sequence is GADQGCAINFGKREL. The MHC is HLA-DQA10501-DQB10402 with pseudo-sequence HLA-DQA10501-DQB10402. The binding affinity (normalized) is 0.333. (6) The peptide sequence is DLGKKRFLLIRNSTW. The MHC is DRB1_0101 with pseudo-sequence DRB1_0101. The binding affinity (normalized) is 1.00.